Dataset: Reaction yield outcomes from USPTO patents with 853,638 reactions. Task: Predict the reaction yield, written as a fraction of the theoretical maximum amount of product (1.0 means a 100% yield; for example, 0.34 means a 34% yield). The reactants are [F:1][C:2]1[CH:7]=[CH:6][C:5]([C:8]2[C:9]3[CH:21]=[CH:20][C:19](=[O:22])[N:18]([C:23]4[CH:28]=[CH:27][CH:26]=[CH:25][C:24]=4[CH3:29])[C:10]=3[N:11]=[C:12](S(C)(=O)=O)[N:13]=2)=[C:4]([CH3:30])[CH:3]=1.[CH2:31]([NH2:33])[CH3:32]. No catalyst specified. The product is [CH2:31]([NH:33][C:12]1[N:13]=[C:8]([C:5]2[CH:6]=[CH:7][C:2]([F:1])=[CH:3][C:4]=2[CH3:30])[C:9]2[CH:21]=[CH:20][C:19](=[O:22])[N:18]([C:23]3[CH:28]=[CH:27][CH:26]=[CH:25][C:24]=3[CH3:29])[C:10]=2[N:11]=1)[CH3:32]. The yield is 0.820.